From a dataset of Reaction yield outcomes from USPTO patents with 853,638 reactions. Predict the reaction yield, written as a fraction of the theoretical maximum amount of product (1.0 means a 100% yield; for example, 0.34 means a 34% yield). The reactants are [F:1][C:2]1[CH:3]=[C:4]([N:24]2[CH2:29][CH2:28][CH:27]([C:30]([NH2:33])=[N:31][OH:32])[CH2:26][CH2:25]2)[CH:5]=[CH:6][C:7]=1[CH2:8][N:9]1[C@@H:14]([CH3:15])[CH2:13][CH2:12][CH:11]([C:16]2[CH:21]=[CH:20][CH:19]=[CH:18][CH:17]=2)[S:10]1(=[O:23])=[O:22].[CH:34](OCC)(OCC)OCC. The catalyst is FC(F)(F)C(O)=O. The yield is 0.210. The product is [F:1][C:2]1[CH:3]=[C:4]([N:24]2[CH2:29][CH2:28][CH:27]([C:30]3[N:33]=[CH:34][O:32][N:31]=3)[CH2:26][CH2:25]2)[CH:5]=[CH:6][C:7]=1[CH2:8][N:9]1[C@@H:14]([CH3:15])[CH2:13][CH2:12][CH:11]([C:16]2[CH:17]=[CH:18][CH:19]=[CH:20][CH:21]=2)[S:10]1(=[O:22])=[O:23].